Dataset: Forward reaction prediction with 1.9M reactions from USPTO patents (1976-2016). Task: Predict the product of the given reaction. (1) Given the reactants [Cl:1]C1C=C(N2C=CC(=O)N(CCCC(O)=O)C[C@H]2C)C=CC=1C(F)(F)F.[CH2:27]1[C:29]2([CH2:34][CH2:33][NH:32][CH2:31][C@H:30]2[OH:35])[CH2:28]1, predict the reaction product. The product is: [ClH:1].[CH2:28]1[C:29]2([CH2:34][CH2:33][NH:32][CH2:31][C@H:30]2[OH:35])[CH2:27]1. (2) Given the reactants [CH3:1][O:2][C:3]([C:5]1[CH:14]=[C:13](O)[C:12]2[C:7](=[C:8]([N+:16]([O-])=O)[CH:9]=[CH:10][CH:11]=2)[N:6]=1)=[O:4].COC(C1C=C(Cl)C2C(=C([N+]([O-])=O)C=CC=2)N=1)=O, predict the reaction product. The product is: [CH3:1][O:2][C:3]([C:5]1[CH:14]=[CH:13][C:12]2[C:7](=[C:8]([NH2:16])[CH:9]=[CH:10][CH:11]=2)[N:6]=1)=[O:4]. (3) Given the reactants Br[C:2]1[C:3]([CH3:18])=[C:4]([C:9]([O:16]C)=[C:10]([C:12]([CH3:15])([CH3:14])[CH3:13])[CH:11]=1)[C:5]([O:7]C)=[O:6].[CH:19]([C:22]1[CH:23]=[C:24](B(O)O)[CH:25]=[CH:26][CH:27]=1)([CH3:21])[CH3:20], predict the reaction product. The product is: [C:12]([C:10]1[C:9]([OH:16])=[C:4]([C:5]([OH:7])=[O:6])[C:3]([CH3:18])=[C:2]([C:26]2[CH:25]=[CH:24][CH:23]=[C:22]([CH:19]([CH3:21])[CH3:20])[CH:27]=2)[CH:11]=1)([CH3:15])([CH3:14])[CH3:13]. (4) Given the reactants [CH3:1][O:2][C:3]1[CH:12]=[C:11]2[C:6](C[CH2:8][CH2:9][CH:10]2[C:13]#[N:14])=[CH:5][C:4]=1[CH3:15].[CH2:16]([NH2:19])[CH2:17]N.C1(C)C=CC(S(O)(=O)=[O:27])=CC=1, predict the reaction product. The product is: [NH:19]1[CH2:16][CH2:17][N:14]=[C:13]1[CH:10]1[C:11]2[C:6](=[CH:5][C:4]([CH3:15])=[C:3]([O:2][CH3:1])[CH:12]=2)[O:27][CH2:8][CH2:9]1. (5) Given the reactants [NH2:1][C@@H:2]([CH2:19][C:20]1[CH:25]=[CH:24][CH:23]=[CH:22][CH:21]=1)[C:3]([NH:5][C:6]1[N:10]([CH3:11])[N:9]=[C:8]([C:12]2[CH:17]=[CH:16][N:15]=[C:14]([Cl:18])[CH:13]=2)[CH:7]=1)=[O:4].CCN(C(C)C)C(C)C.Br[CH2:36][C:37]([O:39][CH2:40][CH3:41])=[O:38], predict the reaction product. The product is: [Cl:18][C:14]1[CH:13]=[C:12]([C:8]2[CH:7]=[C:6]([NH:5][C:3](=[O:4])[C@@H:2]([NH:1][CH2:36][C:37]([O:39][CH2:40][CH3:41])=[O:38])[CH2:19][C:20]3[CH:25]=[CH:24][CH:23]=[CH:22][CH:21]=3)[N:10]([CH3:11])[N:9]=2)[CH:17]=[CH:16][N:15]=1. (6) Given the reactants [CH2:1]([O:3][C:4](=[O:16])[CH2:5][N:6]1[C:14]2[C:9](=[CH:10][CH:11]=[C:12]([OH:15])[CH:13]=2)[CH:8]=[CH:7]1)[CH3:2].[F:17][C:18]([F:38])([F:37])[CH2:19][N:20]1[C:24]([CH2:25]O)=[CH:23][C:22]([C:27]2[CH:32]=[CH:31][C:30]([C:33]([F:36])([F:35])[F:34])=[CH:29][CH:28]=2)=[N:21]1.CN(C)C(N=NC(N(C)C)=O)=O.C(P(CCCC)CCCC)CCC, predict the reaction product. The product is: [CH2:1]([O:3][C:4](=[O:16])[CH2:5][N:6]1[C:14]2[C:9](=[CH:10][CH:11]=[C:12]([O:15][CH2:25][C:24]3[N:20]([CH2:19][C:18]([F:37])([F:17])[F:38])[N:21]=[C:22]([C:27]4[CH:32]=[CH:31][C:30]([C:33]([F:35])([F:36])[F:34])=[CH:29][CH:28]=4)[CH:23]=3)[CH:13]=2)[CH:8]=[CH:7]1)[CH3:2].